Predict the reaction yield, written as a fraction of the theoretical maximum amount of product (1.0 means a 100% yield; for example, 0.34 means a 34% yield). From a dataset of Reaction yield outcomes from USPTO patents with 853,638 reactions. (1) The reactants are [CH2:1]([C:4]1[C:8]([CH2:9][CH2:10][CH2:11][OH:12])=[CH:7][N:6]([C:13]2[CH:18]=[CH:17][C:16]([C:19]([F:22])([F:21])[F:20])=[CH:15][N:14]=2)[N:5]=1)[CH2:2][CH3:3].O[C:24]1[CH:29]=[CH:28][C:27]([CH2:30][CH2:31][C:32]([O:34]CC)=[O:33])=[C:26]([CH3:37])[CH:25]=1.C(P(CCCC)CCCC)CCC.N(C(N1CCCCC1)=O)=NC(N1CCCCC1)=O. The catalyst is O1CCCC1. The product is [CH3:37][C:26]1[CH:25]=[C:24]([O:12][CH2:11][CH2:10][CH2:9][C:8]2[C:4]([CH2:1][CH2:2][CH3:3])=[N:5][N:6]([C:13]3[CH:18]=[CH:17][C:16]([C:19]([F:21])([F:20])[F:22])=[CH:15][N:14]=3)[CH:7]=2)[CH:29]=[CH:28][C:27]=1[CH2:30][CH2:31][C:32]([OH:34])=[O:33]. The yield is 0.200. (2) The reactants are [CH3:1][N:2]1[CH2:9][CH2:8][O:7][SiH:6]([CH3:10])[O:5][CH2:4][CH2:3]1.[CH3:11][Si:12]([CH3:22])([CH3:21])[N:13]([CH2:18][CH:19]=[CH2:20])[Si:14]([CH3:17])([CH3:16])[CH3:15]. The catalyst is [Pt]. The product is [CH3:1][N:2]1[CH2:9][CH2:8][O:7][Si:6]([CH3:10])([CH2:20][CH2:19][CH2:18][N:13]([Si:12]([CH3:21])([CH3:22])[CH3:11])[Si:14]([CH3:17])([CH3:16])[CH3:15])[O:5][CH2:4][CH2:3]1. The yield is 0.119. (3) The reactants are CCN(CC)CC.[CH3:20][C:19]([O:18][C:16](O[C:16]([O:18][C:19]([CH3:22])([CH3:21])[CH3:20])=[O:17])=[O:17])([CH3:22])[CH3:21].[CH3:23][O:24][C:25](=[O:33])[CH2:26][CH2:27][CH:28]([NH2:32])[C:29]([OH:31])=[O:30]. The catalyst is O.O1CCOCC1. The product is [C:19]([O:18][C:16]([NH:32][C@@H:28]([CH2:27][CH2:26][C:25]([O:24][CH3:23])=[O:33])[C:29]([OH:31])=[O:30])=[O:17])([CH3:20])([CH3:21])[CH3:22]. The yield is 0.912.